Dataset: Catalyst prediction with 721,799 reactions and 888 catalyst types from USPTO. Task: Predict which catalyst facilitates the given reaction. (1) Reactant: [NH2:1][CH2:2][CH2:3][O:4][CH2:5][CH2:6][O:7][CH2:8][CH2:9][O:10][CH2:11][CH2:12][NH:13][S:14]([C:17]1[CH:22]=[CH:21][CH:20]=[C:19]([CH:23]2[C:32]3[C:27](=[C:28]([Cl:34])[CH:29]=[C:30]([Cl:33])[CH:31]=3)[CH2:26][N:25]([CH2:35][CH3:36])[CH2:24]2)[CH:18]=1)(=[O:16])=[O:15].[OH:37][CH:38]([CH:49]([OH:60])[C:50]([O:52]N1C(=O)CCC1=O)=O)[C:39]([O:41]N1C(=O)CCC1=O)=O.[CH2:61]([N:63]([CH2:66][CH3:67])[CH2:64][CH3:65])[CH3:62]. Product: [Cl:33][C:30]1[CH:31]=[C:32]2[C:27](=[C:28]([Cl:34])[CH:29]=1)[CH2:26][N:25]([CH2:35][CH3:36])[CH2:24][CH:23]2[C:19]1[CH:18]=[C:17]([S:14]([NH:13][CH2:12][CH2:11][O:10][CH2:9][CH2:8][O:7][CH2:6][CH2:5][O:4][CH2:3][CH2:2][NH:1][C:39](=[O:41])[CH:38]([OH:37])[CH:49]([OH:60])[C:50]([NH:1][CH2:2][CH2:3][O:4][CH2:5][CH2:6][O:7][CH2:8][CH2:9][O:10][CH2:11][CH2:12][NH:13][S:14]([C:17]2[CH:22]=[CH:21][CH:20]=[C:19]([CH:62]3[C:32]4[C:65](=[C:28]([Cl:34])[CH:29]=[C:30]([Cl:33])[CH:31]=4)[CH2:64][N:63]([CH2:66][CH3:67])[CH2:61]3)[CH:18]=2)(=[O:16])=[O:15])=[O:52])(=[O:16])=[O:15])[CH:22]=[CH:21][CH:20]=1. The catalyst class is: 3. (2) Reactant: Cl[C:2]1[C:7]([N+:8]([O-:10])=[O:9])=[CH:6][CH:5]=[CH:4][N:3]=1.[CH2:11]([O:13][C:14](=[O:17])[CH2:15][NH2:16])[CH3:12].CCN(C(C)C)C(C)C. Product: [N+:8]([C:7]1[C:2]([NH:16][CH2:15][C:14]([O:13][CH2:11][CH3:12])=[O:17])=[N:3][CH:4]=[CH:5][CH:6]=1)([O-:10])=[O:9]. The catalyst class is: 10. (3) Reactant: [F:1][C:2]1([F:32])[CH2:7][CH2:6][N:5]([C:8]2[S:16][C:15]3[C:14]([N:17]4[CH2:22][CH2:21][N:20](C(OC(C)(C)C)=O)[C:19]([CH3:31])([CH3:30])[CH2:18]4)=[N:13][CH:12]=[N:11][C:10]=3[CH:9]=2)[CH2:4][CH2:3]1.[ClH:33]. Product: [ClH:33].[ClH:33].[F:32][C:2]1([F:1])[CH2:7][CH2:6][N:5]([C:8]2[S:16][C:15]3[C:14]([N:17]4[CH2:22][CH2:21][NH:20][C:19]([CH3:30])([CH3:31])[CH2:18]4)=[N:13][CH:12]=[N:11][C:10]=3[CH:9]=2)[CH2:4][CH2:3]1. The catalyst class is: 135. (4) Reactant: Cl.[NH2:2][C:3]1[C:4]([C:13]([NH:15][C@@H:16]([CH:21]2[CH2:26][CH2:25][CH2:24][CH2:23][CH2:22]2)[C:17]([O:19][CH3:20])=[O:18])=[O:14])=[CH:5][C:6]2[C:11]([CH:12]=1)=[CH:10][CH:9]=[CH:8][CH:7]=2.[CH:27]1([C:30]2[CH:31]=[C:32](C)[C:33]([N:37]=[C:38]=[O:39])=[C:34](C)[CH:35]=2)[CH2:29][CH2:28]1.C(N(CC)CC)C.CCOC(C)=O.CCCCCC. Product: [CH:21]1([C@H:16]([NH:15][C:13]([C:4]2[C:3]([NH:2][C:38]([NH:37][C:33]3[CH:34]=[CH:35][C:30]([CH:27]4[CH2:28][CH2:29]4)=[CH:31][CH:32]=3)=[O:39])=[CH:12][C:11]3[C:6](=[CH:7][CH:8]=[CH:9][CH:10]=3)[CH:5]=2)=[O:14])[C:17]([O:19][CH3:20])=[O:18])[CH2:26][CH2:25][CH2:24][CH2:23][CH2:22]1. The catalyst class is: 3.